This data is from Reaction yield outcomes from USPTO patents with 853,638 reactions. The task is: Predict the reaction yield, written as a fraction of the theoretical maximum amount of product (1.0 means a 100% yield; for example, 0.34 means a 34% yield). The catalyst is C(O)C.O. The reactants are Cl.Cl[C:3]1[N:12]=[CH:11][C:10]2[N:9]([CH3:13])[C:8](=[O:14])[C@@H:7]([CH2:15][CH3:16])[N:6]([C@@H:17]3[CH2:21][CH2:20][C:19]([F:23])([F:22])[CH2:18]3)[C:5]=2[N:4]=1.[NH2:24][C:25]1[CH:35]=[CH:34][C:28]([C:29]([NH:31][CH2:32][CH3:33])=[O:30])=[CH:27][C:26]=1[O:36][CH3:37]. The product is [F:22][C:19]1([F:23])[CH2:20][CH2:21][C@@H:17]([N:6]2[C:5]3[N:4]=[C:3]([NH:24][C:25]4[CH:35]=[CH:34][C:28]([C:29]([NH:31][CH2:32][CH3:33])=[O:30])=[CH:27][C:26]=4[O:36][CH3:37])[N:12]=[CH:11][C:10]=3[N:9]([CH3:13])[C:8](=[O:14])[C@H:7]2[CH2:15][CH3:16])[CH2:18]1. The yield is 0.750.